Dataset: Catalyst prediction with 721,799 reactions and 888 catalyst types from USPTO. Task: Predict which catalyst facilitates the given reaction. (1) Reactant: [CH:1]1([NH:4][C:5]2[N:10]3[N:11]=[CH:12][C:13]([CH:14]=O)=[C:9]3[N:8]=[C:7]([NH:16][C:17](=[O:20])[O:18][CH3:19])[CH:6]=2)[CH2:3][CH2:2]1.[NH:21]1[CH2:27][C:25](=[O:26])[NH:24][C:22]1=[O:23].N1CCCCC1. Product: [CH:1]1([NH:4][C:5]2[N:10]3[N:11]=[CH:12][C:13](/[CH:14]=[C:27]4\[NH:21][C:22](=[O:23])[NH:24][C:25]\4=[O:26])=[C:9]3[N:8]=[C:7]([NH:16][C:17](=[O:20])[O:18][CH3:19])[CH:6]=2)[CH2:3][CH2:2]1. The catalyst class is: 8. (2) Reactant: [Cl:1][CH2:2][C:3](Cl)=[O:4].[NH2:6][C:7]1[CH:14]=[CH:13][CH:12]=[CH:11][C:8]=1[CH2:9][OH:10].C(N(C(C)C)CC)(C)C. The catalyst class is: 2. Product: [Cl:1][CH2:2][C:3]([NH:6][C:7]1[CH:14]=[CH:13][CH:12]=[CH:11][C:8]=1[CH2:9][OH:10])=[O:4]. (3) Reactant: [C:1]1([C:25]2[CH:30]=[CH:29][CH:28]=[CH:27][CH:26]=2)[CH:6]=[CH:5][CH:4]=[C:3]([NH:7][C:8](=[O:24])[CH2:9][CH2:10][CH2:11][CH2:12][CH2:13][NH:14][C:15](=[O:23])[CH2:16][S:17][CH2:18][C:19]([O:21]C)=[O:20])[CH:2]=1.CO.O.[OH-].[Li+].Cl. Product: [C:1]1([C:25]2[CH:30]=[CH:29][CH:28]=[CH:27][CH:26]=2)[CH:6]=[CH:5][CH:4]=[C:3]([NH:7][C:8](=[O:24])[CH2:9][CH2:10][CH2:11][CH2:12][CH2:13][NH:14][C:15](=[O:23])[CH2:16][S:17][CH2:18][C:19]([OH:21])=[O:20])[CH:2]=1. The catalyst class is: 20. (4) Reactant: [Cl:1][C:2]1[CH:23]=[C:22]([Cl:24])[CH:21]=[CH:20][C:3]=1[CH2:4][N:5]1[C:9](/[CH:10]=[CH:11]/[C:12]([O:14]CC)=[O:13])=[CH:8][C:7]([CH:17]([CH3:19])[CH3:18])=[N:6]1.[OH-].[Na+].O1CCCC1. The catalyst class is: 8. Product: [Cl:1][C:2]1[CH:23]=[C:22]([Cl:24])[CH:21]=[CH:20][C:3]=1[CH2:4][N:5]1[C:9](/[CH:10]=[CH:11]/[C:12]([OH:14])=[O:13])=[CH:8][C:7]([CH:17]([CH3:19])[CH3:18])=[N:6]1. (5) Reactant: [CH2:1]([O:3][C:4]([C:6]1[C:12]2[NH:13][C:14]3[CH:15]=[CH:16][CH:17]=[CH:18][C:19]=3[C:11]=2[CH:10]([CH3:20])[CH2:9][N:8]([C:21](=[O:29])[C:22]2[CH:27]=[CH:26][C:25]([F:28])=[CH:24][CH:23]=2)[CH:7]=1)=[O:5])[CH3:2].C1C(=O)N([Br:37])C(=O)C1. Product: [CH2:1]([O:3][C:4]([C:6]1[C:12]2[NH:13][C:14]3[CH:15]=[C:16]([Br:37])[CH:17]=[CH:18][C:19]=3[C:11]=2[CH:10]([CH3:20])[CH2:9][N:8]([C:21](=[O:29])[C:22]2[CH:27]=[CH:26][C:25]([F:28])=[CH:24][CH:23]=2)[CH:7]=1)=[O:5])[CH3:2]. The catalyst class is: 2. (6) Reactant: [OH:1][C:2]1[CH:7]=[CH:6][C:5](B(O)O)=[CH:4][CH:3]=1.[C:11]([C@@H:14]([NH:16][C:17]1[N:22]=[C:21](Cl)[N:20]=[C:19]([C:24]([NH2:26])=[O:25])[CH:18]=1)[CH3:15])(=[O:13])[NH2:12].C([O-])([O-])=O.[Na+].[Na+]. Product: [C:11]([C@@H:14]([NH:16][C:17]1[N:22]=[C:21]([C:5]2[CH:6]=[CH:7][C:2]([OH:1])=[CH:3][CH:4]=2)[N:20]=[C:19]([C:24]([NH2:26])=[O:25])[CH:18]=1)[CH3:15])(=[O:13])[NH2:12]. The catalyst class is: 658. (7) Reactant: [NH2:1][C:2]1[C:9]([CH3:10])=[CH:8][C:5]([C:6]#[N:7])=[CH:4][C:3]=1[I:11].CO. Product: [NH2:7][CH2:6][C:5]1[CH:8]=[C:9]([CH3:10])[C:2]([NH2:1])=[C:3]([I:11])[CH:4]=1. The catalyst class is: 1. (8) Reactant: [Cl:1][C:2]1[C:7]([O:8][CH3:9])=[CH:6][C:5]([O:10][CH3:11])=[C:4]([Cl:12])[C:3]=1[C:13]1[CH:22]=[CH:21][C:20]([C:23]([OH:25])=O)=[C:19]2[C:14]=1[CH:15]=[CH:16][CH:17]=[N:18]2.[CH3:26][O:27][C:28]1[CH:48]=[CH:47][C:31]([CH2:32][N:33]2[CH2:38][CH2:37][N:36]([CH2:39][C:40]3[CH:41]=[CH:42][C:43]([NH2:46])=[N:44][CH:45]=3)[CH2:35][CH2:34]2)=[CH:30][CH:29]=1. Product: [CH3:26][O:27][C:28]1[CH:29]=[CH:30][C:31]([CH2:32][N:33]2[CH2:38][CH2:37][N:36]([CH2:39][C:40]3[CH:41]=[CH:42][C:43]([NH:46][C:23]([C:20]4[CH:21]=[CH:22][C:13]([C:3]5[C:4]([Cl:12])=[C:5]([O:10][CH3:11])[CH:6]=[C:7]([O:8][CH3:9])[C:2]=5[Cl:1])=[C:14]5[C:19]=4[N:18]=[CH:17][CH:16]=[CH:15]5)=[O:25])=[N:44][CH:45]=3)[CH2:35][CH2:34]2)=[CH:47][CH:48]=1. The catalyst class is: 61. (9) Reactant: [BH4-].[Na+].[Br:3][C:4]1[CH:9]=[CH:8][C:7]([C:10](=[O:21])[CH2:11][N:12]([CH3:20])[C:13](=[O:19])[O:14][C:15]([CH3:18])([CH3:17])[CH3:16])=[CH:6][CH:5]=1.C1COCC1. Product: [Br:3][C:4]1[CH:9]=[CH:8][C:7]([CH:10]([OH:21])[CH2:11][N:12]([CH3:20])[C:13](=[O:19])[O:14][C:15]([CH3:16])([CH3:17])[CH3:18])=[CH:6][CH:5]=1. The catalyst class is: 8. (10) Reactant: [ClH:1].O1CCOCC1.[CH:8]([O:11][C:12]([C:14]1[C:23](=[O:24])[C:22]2[C:17](=[C:18]([O:43][CH3:44])[C:19]([N:26]3[CH2:31][CH2:30][CH2:29][C:28](=[C:32]([F:42])[CH2:33][NH:34]C(OC(C)(C)C)=O)[CH2:27]3)=[C:20]([F:25])[CH:21]=2)[N:16]([CH:45]2[CH2:47][CH2:46]2)[CH:15]=1)=[O:13])([CH3:10])[CH3:9]. Product: [ClH:1].[CH:8]([O:11][C:12]([C:14]1[C:23](=[O:24])[C:22]2[C:17](=[C:18]([O:43][CH3:44])[C:19]([N:26]3[CH2:31][CH2:30][CH2:29][C:28](=[C:32]([F:42])[CH2:33][NH2:34])[CH2:27]3)=[C:20]([F:25])[CH:21]=2)[N:16]([CH:45]2[CH2:46][CH2:47]2)[CH:15]=1)=[O:13])([CH3:10])[CH3:9]. The catalyst class is: 2.